This data is from NCI-60 drug combinations with 297,098 pairs across 59 cell lines. The task is: Regression. Given two drug SMILES strings and cell line genomic features, predict the synergy score measuring deviation from expected non-interaction effect. (1) Drug 1: C1=CN(C(=O)N=C1N)C2C(C(C(O2)CO)O)O.Cl. Drug 2: CCCCCOC(=O)NC1=NC(=O)N(C=C1F)C2C(C(C(O2)C)O)O. Cell line: SK-OV-3. Synergy scores: CSS=28.2, Synergy_ZIP=-7.17, Synergy_Bliss=1.25, Synergy_Loewe=-22.2, Synergy_HSA=3.56. (2) Drug 1: C1=C(C(=O)NC(=O)N1)N(CCCl)CCCl. Drug 2: C1=NC2=C(N1)C(=S)N=CN2. Cell line: 786-0. Synergy scores: CSS=8.32, Synergy_ZIP=-19.6, Synergy_Bliss=-32.9, Synergy_Loewe=-36.0, Synergy_HSA=-32.0.